Task: Predict the product of the given reaction.. Dataset: Forward reaction prediction with 1.9M reactions from USPTO patents (1976-2016) (1) Given the reactants Cl[C:2]1[CH:3]=[C:4]2[C:9](=[CH:10][N:11]=1)[CH2:8][N:7]([C:12]1[C:17]([F:18])=[C:16]([O:19][CH3:20])[CH:15]=[C:14]([O:21][CH3:22])[C:13]=1[F:23])[C:6](=[O:24])[C:5]12[CH2:26][CH2:25]1.[O:27]1[CH2:32][CH2:31][N:30]([CH2:33][CH2:34][NH2:35])[CH2:29][CH2:28]1.C1(P(C2CCCCC2)C2C(OC)=CC=C(OC)C=2C2C(C(C)C)=CC(C(C)C)=CC=2C(C)C)CCCCC1.CC(C)([O-])C.[Na+], predict the reaction product. The product is: [F:18][C:17]1[C:16]([O:19][CH3:20])=[CH:15][C:14]([O:21][CH3:22])=[C:13]([F:23])[C:12]=1[N:7]1[C:6](=[O:24])[C:5]2([CH2:26][CH2:25]2)[C:4]2[C:9](=[CH:10][N:11]=[C:2]([NH:35][CH2:34][CH2:33][N:30]3[CH2:31][CH2:32][O:27][CH2:28][CH2:29]3)[CH:3]=2)[CH2:8]1. (2) Given the reactants [NH:1]1[C:5]2[CH:6]=[CH:7][C:8]([NH:10][C:11](=[O:48])[C@@H:12]([NH:30][C:31]([C@H:33]3[CH2:38][CH2:37][C@H:36]([CH2:39][NH:40][C:41]([O:43][C:44]([CH3:47])([CH3:46])[CH3:45])=[O:42])[CH2:35][CH2:34]3)=[O:32])[CH2:13][C:14]3[CH:19]=[CH:18][C:17]([C:20]4[CH:25]=[CH:24][C:23]([C:26](O)=[O:27])=[CH:22][C:21]=4[CH3:29])=[CH:16][CH:15]=3)=[CH:9][C:4]=2[N:3]=[N:2]1.[CH:49]1([NH2:52])[CH2:51][CH2:50]1.C(NC(C)C)(C)C.CN(C(ON1N=NC2C=CC=NC1=2)=[N+](C)C)C.F[P-](F)(F)(F)(F)F, predict the reaction product. The product is: [NH:1]1[C:5]2[CH:6]=[CH:7][C:8]([NH:10][C:11](=[O:48])[C@@H:12]([NH:30][C:31]([C@H:33]3[CH2:38][CH2:37][C@H:36]([CH2:39][NH:40][C:41](=[O:42])[O:43][C:44]([CH3:45])([CH3:46])[CH3:47])[CH2:35][CH2:34]3)=[O:32])[CH2:13][C:14]3[CH:15]=[CH:16][C:17]([C:20]4[CH:25]=[CH:24][C:23]([C:26](=[O:27])[NH:52][CH:49]5[CH2:51][CH2:50]5)=[CH:22][C:21]=4[CH3:29])=[CH:18][CH:19]=3)=[CH:9][C:4]=2[N:3]=[N:2]1. (3) Given the reactants C(OC([N:8]1[CH2:13][CH:12]=[C:11]([C:14]2[CH:35]=[CH:34][C:17]3[C:18]4[N:22]([CH2:23][CH2:24][O:25][C:16]=3[CH:15]=2)[CH:21]=[C:20]([C:26]2[N:27]([CH:31]([CH3:33])[CH3:32])[N:28]=[CH:29][N:30]=2)[N:19]=4)[CH2:10][CH2:9]1)=O)(C)(C)C.[ClH:36], predict the reaction product. The product is: [ClH:36].[CH:31]([N:27]1[C:26]([C:20]2[N:19]=[C:18]3[N:22]([CH2:23][CH2:24][O:25][C:16]4[CH:15]=[C:14]([CH:11]5[CH2:12][CH2:13][NH:8][CH2:9][CH2:10]5)[CH:35]=[CH:34][C:17]=43)[CH:21]=2)=[N:30][CH:29]=[N:28]1)([CH3:33])[CH3:32]. (4) Given the reactants C=O.[CH3:3][C:4]1[C:9]([NH2:10])=[CH:8][C:7]2=[S+:11][C:12]3[CH:13]=[C:14]([N:19]([CH3:21])[CH3:20])[CH:15]=[CH:16][C:17]=3[N:18]=[C:6]2[CH:5]=1.[Cl-:22], predict the reaction product. The product is: [CH3:3][C:4]1[C:9]([NH2:10])=[CH:8][C:7]2[S:11][C:12]3[C:17](=[N:18][C:6]=2[CH:5]=1)[CH:16]=[CH:15][C:14](=[N+:19]([CH3:20])[CH3:21])[CH:13]=3.[Cl-:22]. (5) Given the reactants Cl.C(OC(=O)[NH:8][C:9]1[C:14]([CH:15]=[O:16])=[CH:13][CH:12]=[C:11]([N:17]2[CH2:22][CH2:21][N:20]([CH3:23])[CH2:19][CH2:18]2)[N:10]=1)(C)(C)C.CO.ClCCl, predict the reaction product. The product is: [NH2:8][C:9]1[C:14]([CH:15]=[O:16])=[CH:13][CH:12]=[C:11]([N:17]2[CH2:18][CH2:19][N:20]([CH3:23])[CH2:21][CH2:22]2)[N:10]=1.